Dataset: Forward reaction prediction with 1.9M reactions from USPTO patents (1976-2016). Task: Predict the product of the given reaction. (1) Given the reactants [Cl:1][C:2]1[N:7]=[C:6]([Cl:8])[CH:5]=[C:4](Cl)[N:3]=1.C(N(CC)CC)C.[CH3:17][NH:18][CH:19]([CH3:22])[CH2:20][OH:21], predict the reaction product. The product is: [Cl:1][C:2]1[N:3]=[C:4]([N:18]([CH3:17])[CH:19]([CH3:22])[CH2:20][OH:21])[CH:5]=[C:6]([Cl:8])[N:7]=1. (2) The product is: [CH2:1]([N:3]([CH2:11][C:12]1[CH:13]=[N:14][CH:15]=[C:16]([C:19]2[CH:20]=[C:21]3[C:25](=[CH:26][CH:27]=2)[N:24]([CH:28]2[CH2:33][CH2:32][CH2:31][CH2:30][O:29]2)[N:23]=[C:22]3[C:34]2[NH:35][C:36]([C:39]([N:41]3[CH2:105][CH2:104][N:103]([C:97]4[CH:102]=[CH:101][CH:100]=[CH:99][CH:98]=4)[CH2:108][CH2:42]3)=[O:40])=[CH:37][N:38]=2)[C:17]=1[CH3:18])[C:4](=[O:10])[O:5][C:6]([CH3:8])([CH3:7])[CH3:9])[CH3:2]. Given the reactants [CH2:1]([N:3]([CH2:11][C:12]1[CH:13]=[N:14][CH:15]=[C:16]([C:19]2[CH:20]=[C:21]3[C:25](=[CH:26][CH:27]=2)[N:24]([CH:28]2[CH2:33][CH2:32][CH2:31][CH2:30][O:29]2)[N:23]=[C:22]3[C:34]2[NH:35][C:36]([C:39]([NH:41][CH2:42]C3C=NC=CC=3)=[O:40])=[CH:37][N:38]=2)[C:17]=1[CH3:18])[C:4](=[O:10])[O:5][C:6]([CH3:9])([CH3:8])[CH3:7])[CH3:2].C(OC(N(CC1C(C)=C(C2C=C3C(=CC=2)N(C2CCCCO2)N=C3C2NC(C(O)=O)=CN=2)C=NC=1)CC)=O)(C)(C)C.CCN(CC)CC.[C:97]1([N:103]2[CH2:108]CN[CH2:105][CH2:104]2)[CH:102]=[CH:101][CH:100]=[CH:99][CH:98]=1.CN(C(ON1N=NC2C=CC=NC1=2)=[N+](C)C)C.F[P-](F)(F)(F)(F)F, predict the reaction product. (3) Given the reactants [C:1]([C:5]1[O:9][N:8]=[C:7]([NH:10][C:11]([NH:13][C:14]2[CH:19]=[CH:18][CH:17]=[C:16]([OH:20])[CH:15]=2)=[O:12])[CH:6]=1)([CH3:4])([CH3:3])[CH3:2].Cl[C:22]1[C:31]2[C:26](=[CH:27][CH:28]=[C:29]([O:32][CH2:33][CH2:34][O:35][CH3:36])[CH:30]=2)[N:25]=[CH:24][N:23]=1, predict the reaction product. The product is: [C:1]([C:5]1[O:9][N:8]=[C:7]([NH:10][C:11]([NH:13][C:14]2[CH:19]=[CH:18][CH:17]=[C:16]([O:20][C:22]3[C:31]4[C:26](=[CH:27][CH:28]=[C:29]([O:32][CH2:33][CH2:34][O:35][CH3:36])[CH:30]=4)[N:25]=[CH:24][N:23]=3)[CH:15]=2)=[O:12])[CH:6]=1)([CH3:4])([CH3:2])[CH3:3].